Dataset: Forward reaction prediction with 1.9M reactions from USPTO patents (1976-2016). Task: Predict the product of the given reaction. (1) Given the reactants [Br:1][C:2]1[C:3]([Cl:9])=[C:4]([CH:6]=[CH:7][CH:8]=1)[NH2:5].C[Al](C)C.[F:14][C:15]1[C:20]2[NH:21]C(=O)[O:23][C:24](=O)[C:19]=2[CH:18]=[CH:17][CH:16]=1.Cl, predict the reaction product. The product is: [NH2:21][C:20]1[C:15]([F:14])=[CH:16][CH:17]=[CH:18][C:19]=1[C:24]([NH:5][C:4]1[CH:6]=[CH:7][CH:8]=[C:2]([Br:1])[C:3]=1[Cl:9])=[O:23]. (2) Given the reactants Br[C:2]1[N:3]=[C:4]([N:7]2[CH2:12][CH2:11][O:10][CH2:9][CH2:8]2)[S:5][CH:6]=1.[Li]CCCC.[F:18][C:19]([F:27])([F:26])[C:20](N(OC)C)=[O:21], predict the reaction product. The product is: [F:18][C:19]([F:27])([F:26])[C:20]([C:2]1[N:3]=[C:4]([N:7]2[CH2:12][CH2:11][O:10][CH2:9][CH2:8]2)[S:5][CH:6]=1)=[O:21]. (3) Given the reactants S(Cl)(Cl)=O.[CH2:5]([N:12]1[C:19]2[CH:18]3[CH2:20][CH:17]3[CH2:16][C:15]=2[C:14]([C:21]([NH2:23])=O)=[N:13]1)[C:6]1[CH:11]=[CH:10][CH:9]=[CH:8][CH:7]=1.C([O-])(O)=O.[Na+].O, predict the reaction product. The product is: [CH2:5]([N:12]1[C:19]2[CH:18]3[CH2:20][CH:17]3[CH2:16][C:15]=2[C:14]([C:21]#[N:23])=[N:13]1)[C:6]1[CH:7]=[CH:8][CH:9]=[CH:10][CH:11]=1. (4) Given the reactants [C:1]([O:5][C:6]([N:8]1[CH2:13][CH2:12][N:11]([C:14]2[CH:22]=[CH:21][C:17]([C:18](O)=[O:19])=[CH:16][C:15]=2[CH3:23])[CH2:10][CH2:9]1)=[O:7])([CH3:4])([CH3:3])[CH3:2].Cl.CN.Cl.[CH2:28]([N:30]=C=NCCCN(C)C)C.O.N1(O)C2C=CC=CC=2N=N1.CN1CCOCC1, predict the reaction product. The product is: [CH3:23][C:15]1[CH:16]=[C:17]([C:18](=[O:19])[NH:30][CH3:28])[CH:21]=[CH:22][C:14]=1[N:11]1[CH2:12][CH2:13][N:8]([C:6]([O:5][C:1]([CH3:2])([CH3:4])[CH3:3])=[O:7])[CH2:9][CH2:10]1. (5) Given the reactants C[O:2][C:3]([CH:5]1[CH2:9][CH2:8][N:7]([CH2:10][C:11](=[O:30])[N:12]2[CH2:17][CH2:16][N:15]([C:18]3[CH:23]=[CH:22][C:21]([C:24]4[N:29]=[CH:28][CH:27]=[CH:26][N:25]=4)=[CH:20][CH:19]=3)[CH2:14][CH2:13]2)[CH2:6]1)=[O:4].[OH-].[Li+].Cl, predict the reaction product. The product is: [O:30]=[C:11]([N:12]1[CH2:17][CH2:16][N:15]([C:18]2[CH:23]=[CH:22][C:21]([C:24]3[N:25]=[CH:26][CH:27]=[CH:28][N:29]=3)=[CH:20][CH:19]=2)[CH2:14][CH2:13]1)[CH2:10][N:7]1[CH2:8][CH2:9][CH:5]([C:3]([OH:4])=[O:2])[CH2:6]1. (6) Given the reactants ClC(OCC)=O.[Cl:7][C:8]1[CH:9]=[CH:10][C:11]([O:24][CH2:25][C:26]2[CH:31]=[CH:30][CH:29]=[CH:28][CH:27]=2)=[C:12]([CH2:14][N:15]2[C:19]([CH3:20])=[CH:18][C:17]([C:21](O)=[O:22])=[N:16]2)[CH:13]=1.C(N(CC)CC)C.Cl.[NH2:40][OH:41].[OH-].[K+], predict the reaction product. The product is: [Cl:7][C:8]1[CH:9]=[CH:10][C:11]([O:24][CH2:25][C:26]2[CH:31]=[CH:30][CH:29]=[CH:28][CH:27]=2)=[C:12]([CH2:14][N:15]2[C:19]([CH3:20])=[CH:18][C:17]([C:21]([NH:40][OH:41])=[O:22])=[N:16]2)[CH:13]=1.